Dataset: Full USPTO retrosynthesis dataset with 1.9M reactions from patents (1976-2016). Task: Predict the reactants needed to synthesize the given product. (1) Given the product [F:11][C:8]1[CH:9]=[CH:10][C:5]([CH:3]([OH:4])[CH:2]([NH:1][C:33](=[O:34])[CH2:32][CH2:31][CH2:30][CH2:29][C:23]2[CH:28]=[CH:27][CH:26]=[CH:25][CH:24]=2)[CH2:12][C:13]2[CH:18]=[CH:17][C:16]([C:19]([F:22])([F:20])[F:21])=[CH:15][CH:14]=2)=[CH:6][CH:7]=1, predict the reactants needed to synthesize it. The reactants are: [NH2:1][CH:2]([CH2:12][C:13]1[CH:18]=[CH:17][C:16]([C:19]([F:22])([F:21])[F:20])=[CH:15][CH:14]=1)[CH:3]([C:5]1[CH:10]=[CH:9][C:8]([F:11])=[CH:7][CH:6]=1)[OH:4].[C:23]1([CH2:29][CH2:30][CH2:31][CH2:32][C:33](O)=[O:34])[CH:28]=[CH:27][CH:26]=[CH:25][CH:24]=1.Cl.C(N=C=NCCCN(C)C)C.ON1C2C=CC=CC=2N=N1. (2) Given the product [C:12]([C:9]1[CH:10]=[CH:11][C:6]([C:3]2([O:2][CH3:1])[CH2:4][CH2:5]2)=[CH:7][CH:8]=1)#[CH:13], predict the reactants needed to synthesize it. The reactants are: [CH3:1][O:2][C:3]1([C:6]2[CH:11]=[CH:10][C:9]([C:12]#[C:13][Si](C)(C)C)=[CH:8][CH:7]=2)[CH2:5][CH2:4]1.C(=O)([O-])[O-].[K+].[K+].